Task: Regression. Given a peptide amino acid sequence and an MHC pseudo amino acid sequence, predict their binding affinity value. This is MHC class I binding data.. Dataset: Peptide-MHC class I binding affinity with 185,985 pairs from IEDB/IMGT (1) The peptide sequence is WEFVNTPPL. The MHC is HLA-B40:02 with pseudo-sequence HLA-B40:02. The binding affinity (normalized) is 0.801. (2) The peptide sequence is VEYHYTFYI. The MHC is HLA-B15:42 with pseudo-sequence HLA-B15:42. The binding affinity (normalized) is 0.213. (3) The peptide sequence is GDEALTGFL. The MHC is HLA-B40:02 with pseudo-sequence HLA-B40:02. The binding affinity (normalized) is 0.260. (4) The peptide sequence is HSNLNDATY. The MHC is HLA-A30:01 with pseudo-sequence HLA-A30:01. The binding affinity (normalized) is 0.381. (5) The peptide sequence is GAPLGGAARA. The MHC is Mamu-A01 with pseudo-sequence Mamu-A01. The binding affinity (normalized) is 0. (6) The peptide sequence is EEIRRIWRQ. The MHC is HLA-B15:01 with pseudo-sequence HLA-B15:01. The binding affinity (normalized) is 0.0847.